Dataset: Forward reaction prediction with 1.9M reactions from USPTO patents (1976-2016). Task: Predict the product of the given reaction. (1) Given the reactants O1C[C@@H]1CN1CC2C(=CC=CC=2)C1.[NH2:14][C:15]1[CH:20]=[CH:19][C:18]([N:21]2[CH2:26][CH2:25][O:24][CH2:23][C:22]2=[O:27])=[CH:17][CH:16]=1.[O:28]1[CH2:30][C@@H:29]1[CH2:31][N:32]1[C:40](=[O:41])[C:39]2[C:34](=[CH:35][CH:36]=[CH:37][CH:38]=2)[C:33]1=[O:42], predict the reaction product. The product is: [OH:28][C@H:29]([CH2:30][NH:14][C:15]1[CH:16]=[CH:17][C:18]([N:21]2[CH2:26][CH2:25][O:24][CH2:23][C:22]2=[O:27])=[CH:19][CH:20]=1)[CH2:31][N:32]1[C:33](=[O:42])[C:34]2[C:39](=[CH:38][CH:37]=[CH:36][CH:35]=2)[C:40]1=[O:41]. (2) Given the reactants CC1C=CC(C(O[C@H]([C@@H](OC(=O)C2C=CC(C)=CC=2)C(O)=O)C(O)=O)=O)=CC=1.[C:29]1([C@H:35]2[C@@H:40]([NH2:41])[CH2:39][CH2:38][CH2:37][NH:36]2)[CH:34]=[CH:33][CH:32]=[CH:31][CH:30]=1.[CH3:42][O:43][C:44]1[CH:51]=[CH:50][C:49]([C:52]2[CH:57]=[CH:56][C:55]([F:58])=[CH:54][CH:53]=2)=[CH:48][C:45]=1[CH:46]=O.C(O[BH-](OC(=O)C)OC(=O)C)(=O)C.[Na+].C(=O)([O-])O.[Na+].[ClH:78], predict the reaction product. The product is: [ClH:78].[ClH:78].[CH3:42][O:43][C:44]1[CH:51]=[CH:50][C:49]([C:52]2[CH:57]=[CH:56][C:55]([F:58])=[CH:54][CH:53]=2)=[CH:48][C:45]=1[CH2:46][NH:41][C@H:40]1[CH2:39][CH2:38][CH2:37][NH:36][C@H:35]1[C:29]1[CH:30]=[CH:31][CH:32]=[CH:33][CH:34]=1. (3) Given the reactants Br[C:2]1[CH:3]=[C:4]([CH2:8][C:9]([O:11][CH2:12][CH3:13])=[O:10])[CH:5]=[CH:6][CH:7]=1.[CH2:14]([Sn](CCCC)(CCCC)C=C)[CH2:15]CC.CCOC(C)=O, predict the reaction product. The product is: [CH:14]([C:2]1[CH:3]=[C:4]([CH2:8][C:9]([O:11][CH2:12][CH3:13])=[O:10])[CH:5]=[CH:6][CH:7]=1)=[CH2:15].